This data is from Reaction yield outcomes from USPTO patents with 853,638 reactions. The task is: Predict the reaction yield, written as a fraction of the theoretical maximum amount of product (1.0 means a 100% yield; for example, 0.34 means a 34% yield). (1) The reactants are Cl[C:2]1[C:11]2[C:6](=[CH:7][C:8]([N+:12]([O-:14])=[O:13])=[CH:9][CH:10]=2)[N:5]=[CH:4][N:3]=1.[C:15]([C:17]1[CH:18]=[C:19]([NH2:23])[CH:20]=[CH:21][CH:22]=1)#[CH:16]. The catalyst is C(O)(C)C. The product is [C:15]([C:17]1[CH:18]=[C:19]([NH:23][C:2]2[C:11]3[C:6](=[CH:7][C:8]([N+:12]([O-:14])=[O:13])=[CH:9][CH:10]=3)[N:5]=[CH:4][N:3]=2)[CH:20]=[CH:21][CH:22]=1)#[CH:16]. The yield is 0.940. (2) The reactants are [OH:1][C:2]1[C:3]([N+:8]([O-:10])=[O:9])=[N:4][CH:5]=[CH:6][CH:7]=1.C[O-].[Na+].[Br:14]Br. The catalyst is CO. The product is [Br:14][C:5]1[CH:6]=[CH:7][C:2]([OH:1])=[C:3]([N+:8]([O-:10])=[O:9])[N:4]=1. The yield is 0.960.